From a dataset of Drug-target binding data from BindingDB using Kd measurements. Regression. Given a target protein amino acid sequence and a drug SMILES string, predict the binding affinity score between them. We predict pKd (pKd = -log10(Kd in M); higher means stronger binding). Dataset: bindingdb_kd. (1) The drug is CSc1nc(N)nc2nc[nH]c12. The target protein (P9WP01) has sequence MADPRPDPDELARRAAQVIADRTGIGEHDVAVVLGSGWLPAVAALGSPTTVLPQAELPGFVPPTAAGHAGELLSVPIGAHRVLVLAGRIHAYEGHDLRYVVHPVRAARAAGAQIMVLTNAAGGLRADLQVGQPVLISDHLNLTARSPLVGGEFVDLTDAYSPRLRELARQSDPQLAEGVYAGLPGPHYETPAEIRMLQTLGADLVGMSTVHETIAARAAGAEVLGVSLVTNLAAGITGEPLSHAEVLAAGAASATRMGALLADVIARF. The pKd is 3.5. (2) The compound is CO[C@H](c1ccccc1)[C@@H]1NC(=O)[C@H](C)NC(=O)[C@H](C[C@@H](C)CO)N(C)C(=O)[C@H]([C@H](O)c2cn(C(C)(C)[C@@H](O)CNCCCN)c3ccccc23)NC(=O)[C@H]([C@H](C)C=C(C)C)NC(=O)[C@H](CC(C)C)N(C)C(=O)[C@H](C(C)C)NC1=O. The target protein (P9WPC9) has sequence MFERFTDRARRVVVLAQEEARMLNHNYIGTEHILLGLIHEGEGVAAKSLESLGISLEGVRSQVEEIIGQGQQAPSGHIPFTPRAKKVLELSLREALQLGHNYIGTEHILLGLIREGEGVAAQVLVKLGAELTRVRQQVIQLLSGYQGKEAAEAGTGGRGGESGSPSTSLVLDQFGRNLTAAAMEGKLDPVIGREKEIERVMQVLSRRTKNNPVLIGEPGVGKTAVVEGLAQAIVHGEVPETLKDKQLYTLDLGSLVAGSRYRGDFEERLKKVLKEINTRGDIILFIDELHTLVGAGAAEGAIDAASILKPKLARGELQTIGATTLDEYRKYIEKDAALERRFQPVQVGEPTVEHTIEILKGLRDRYEAHHRVSITDAAMVAAATLADRYINDRFLPDKAIDLIDEAGARMRIRRMTAPPDLREFDEKIAEARREKESAIDAQDFEKAASLRDREKTLVAQRAEREKQWRSGDLDVVAEVDDEQIAEVLGNWTGIPVFKLT.... The pKd is 7.8. (3) The small molecule is Cc1cn(-c2cc(NC(=O)c3ccc(C)c(Nc4nccc(-c5cccnc5)n4)c3)cc(C(F)(F)F)c2)cn1. The target protein (O75914) has sequence MSDGLDNEEKPPAPPLRMNSNNRDSSALNHSSKPLPMAPEEKNKKARLRSIFPGGGDKTNKKKEKERPEISLPSDFEHTIHVGFDAVTGEFTPDLYGSQMCPGKLPEGIPEQWARLLQTSNITKLEQKKNPQAVLDVLKFYDSKETVNNQKYMSFTSGDKSAHGYIAAHPSSTKTASEPPLAPPVSEEEDEEEEEEEDENEPPPVIAPRPEHTKSIYTRSVVESIASPAVPNKEVTPPSAENANSSTLYRNTDRQRKKSKMTDEEILEKLRSIVSVGDPKKKYTRFEKIGQGASGTVYTALDIATGQEVAIKQMNLQQQPKKELIINEILVMRENKNPNIVNYLDSYLVGDELWVVMEYLAGGSLTDVVTETCMDEGQIAAVCRECLQALDFLHSNQVIHRDIKSDNILLGMDGSVKLTDFGFCAQITPEQSKRSTMVGTPYWMAPEVVTRKAYGPKVDIWSLGIMAIEMVEGEPPYLNENPLRALYLIATNGTPELQNP.... The pKd is 5.0. (4) The compound is CNC(=O)c1ccccc1Sc1ccc2c(/C=C/c3ccccn3)n[nH]c2c1. The target protein (Q9UBE8) has sequence MSLCGARANAKMMAAYNGGTSAAAAGHHHHHHHHLPHLPPPHLHHHHHPQHHLHPGSAAAVHPVQQHTSSAAAAAAAAAAAAAMLNPGQQQPYFPSPAPGQAPGPAAAAPAQVQAAAAATVKAHHHQHSHHPQQQLDIEPDRPIGYGAFGVVWSVTDPRDGKRVALKKMPNVFQNLVSCKRVFRELKMLCFFKHDNVLSALDILQPPHIDYFEEIYVVTELMQSDLHKIIVSPQPLSSDHVKVFLYQILRGLKYLHSAGILHRDIKPGNLLVNSNCVLKICDFGLARVEELDESRHMTQEVVTQYYRAPEILMGSRHYSNAIDIWSVGCIFAELLGRRILFQAQSPIQQLDLITDLLGTPSLEAMRTACEGAKAHILRGPHKQPSLPVLYTLSSQATHEAVHLLCRMLVFDPSKRISAKDALAHPYLDEGRLRYHTCMCKCCFSTSTGRVYTSDFEPVTNPKFDDTFEKNLSSVRQVKEIIHQFILEQQKGNRVPLCINP.... The pKd is 5.0. (5) The compound is CN1CCN(c2ccc3nc(-c4c(N)c5c(F)cccc5[nH]c4=O)[nH]c3c2)CC1. The target protein (P57078) has sequence MEGDGGTPWALALLRTFDAGEFTGWEKVGSGGFGQVYKVRHVHWKTWLAIKCSPSLHVDDRERMELLEEAKKMEMAKFRYILPVYGICREPVGLVMEYMETGSLEKLLASEPLPWDLRFRIIHETAVGMNFLHCMAPPLLHLDLKPANILLDAHYHVKISDFGLAKCNGLSHSHDLSMDGLFGTIAYLPPERIREKSRLFDTKHDVYSFAIVIWGVLTQKKPFADEKNILHIMVKVVKGHRPELPPVCRARPRACSHLIRLMQRCWQGDPRVRPTFQGNGLNGELIRQVLAALLPVTGRWRSPGEGFRLESEVIIRVTCPLSSPQEITSETEDLCEKPDDEVKETAHDLDVKSPPEPRSEVVPARLKRASAPTFDNDYSLSELLSQLDSGVSQAVEGPEELSRSSSESKLPSSGSGKRLSGVSSVDSAFSSRGSLSLSFEREPSTSDLGTTDVQKKKLVDAIVSGDTSKLMKILQPQDVDLALDSGASLLHLAVEAGQEE.... The pKd is 5.0. (6) The pKd is 9.2. The target protein sequence is MTLHSQSTTSPLFPQISSSWVHSPSEAGLPLGTVTQLGSYQISQETGQFSSQDTSSDPLGGHTIWQVVFIAFLTGFLALVTIIGNILVIVAFKVNKQLKTVNNYFLLSLASADLIIGVISMNLFTTYIIMNRWALGNLACDLWLSIDYVASNASVMNLLVISFDRYFSITRPLTYCAKRTTKRAGVMIGLAWVISFVLWAPAILFWQYFVGKRTVPPGECFIQFLSEPTITFGTAIAAFYMPVTIMTILYWRIYKETEKRTKELAGLQASGTEIEGRIEGRIEGRTRSQITKRKRMSLIKEKKAAQTLSAILLAFIITWTPYNIMVLVNTFADSAIPKTYWNLGYWLCYINSTVNPVAYALSNKTFRTTFKTLLLSQSDKRKRRKQQYQQRQSVIFHKRVPEQAL. The compound is C[N+]1(C)[C@H]2CC(OC(=O)[C@H](CO)c3ccccc3)C[C@@H]1[C@H]1O[C@@H]21. (7) The small molecule is O=C(/C=C/c1ccc(O)c(O)c1)O[C@@H]1C[C@](O)(C(=O)O)C[C@@H](O)[C@H]1O. The target protein sequence is MEMEKEFEQIDKSGSWAAIYQDIRHEASDFPCRVAKLPKNKNRNRYRDVSPFDHSRIKLHQEDNDYINASLIKMEEAQRSYILTQGPLPNTCGHFWEMVWEQKSRGVVMLNRVMEKGSLKCAQYWPQKEEKEMIFEDTNLKLTLISEDIKSYYTVRQLELENLTTQETREILHFHYTTWPDFGVPESPASFLNFLFKVRESGSLSPEHGPVVVHCSAGIGRSGTFCLADTCLLLMDKRKDPSSVDIKKVLLEMRKFRMGLIQTADQLRFSYLAVIEGAKFIMGDSSVQDQWKELSHEDLEP. The pKd is 2.8. (8) The small molecule is O=C(NC(C1CC1)C1CC1)OCCCc1cnc[nH]1. The target protein (P31389) has sequence MSFLPGMTPVTLSNFSWALEDRMLEGNSTTTPTRQLMPLVVVLSSVSLVTVALNLLVLYAVRSERKLHTVGNLYIVSLSVADLIVGAVVMPMSILYLHRSAWILGRPLCLFWLSMDYVASTASIFSVFILCIDRYRSVQQPLRYLRYRTKTRASATILGAWLLSFLWVIPILGWHHFMAPTSEPREKKCETDFYDVTWFKVMTAIINFYLPTLLMLWFYIRIYKAVRRHCQHRQLINSSLPSFSEMKLKLENAKVDTRRMGKESPWEDPKRCSKDASGVHTPMPSSQHLVDMPCAAVLSEDEGGEVGTRQMPMLAVGDGRCCEALNHMHSQLELSGQSRATHSISARPEEWTVVDGQSFPITDSDTSTEAAPMGGQPRSGSNSGLDYIKFTWRRLRSHSRQYTSGLHLNRERKAAKQLGCIMAAFILCWIPYFVFFMVIAFCKSCSNEPVHMFTIWLGYLNSTLNPLIYPLCNENFRKTFKRILRIPP. The pKd is 4.3. (9) The compound is Cc1ccc(NC(=O)c2ccc(CN3CCN(C)CC3)cc2)cc1Nc1nccc(-c2cccnc2)n1. The target protein (Q86UE8) has sequence MMEELHSLDPRRQELLEARFTGVGVSKGPLNSESSNQSLCSVGSLSDKEVETPEKKQNDQRNRKRKAEPYETSQGKGTPRGHKISDYFEFAGGSAPGTSPGRSVPPVARSSPQHSLSNPLPRRVEQPLYGLDGSAAKEATEEQSALPTLMSVMLAKPRLDTEQLAQRGAGLCFTFVSAQQNSPSSTGSGNTEHSCSSQKQISIQHRQTQSDLTIEKISALENSKNSDLEKKEGRIDDLLRANCDLRRQIDEQQKMLEKYKERLNRCVTMSKKLLIEKSKQEKMACRDKSMQDRLRLGHFTTVRHGASFTEQWTDGYAFQNLIKQQERINSQREEIERQRKMLAKRKPPAMGQAPPATNEQKQRKSKTNGAENETPSSGNTELKDTAPALGAHSLLRLTLAEYHEQEEIFKLRLGHLKKEEAEIQAELERLERVRNLHIRELKRIHNEDNSQFKDHPTLNDRYLLLHLLGRGGFSEVYKAFDLTEQRYVAVKIHQLNKNWR.... The pKd is 5.0. (10) The drug is COc1cc2c(N3CCN(C(=O)Nc4ccc(OC(C)C)cc4)CC3)ncnc2cc1OCCCN1CCCCC1. The target protein (P54762) has sequence MALDYLLLLLLASAVAAMEETLMDTRTATAELGWTANPASGWEEVSGYDENLNTIRTYQVCNVFEPNQNNWLLTTFINRRGAHRIYTEMRFTVRDCSSLPNVPGSCKETFNLYYYETDSVIATKKSAFWSEAPYLKVDTIAADESFSQVDFGGRLMKVNTEVRSFGPLTRNGFYLAFQDYGACMSLLSVRVFFKKCPSIVQNFAVFPETMTGAESTSLVIARGTCIPNAEEVDVPIKLYCNGDGEWMVPIGRCTCKPGYEPENSVACKACPAGTFKASQEAEGCSHCPSNSRSPAEASPICTCRTGYYRADFDPPEVACTSVPSGPRNVISIVNETSIILEWHPPRETGGRDDVTYNIICKKCRADRRSCSRCDDNVEFVPRQLGLTECRVSISSLWAHTPYTFDIQAINGVSSKSPFPPQHVSVNITTNQAAPSTVPIMHQVSATMRSITLSWPQPEQPNGIILDYEIRYYEKEHNEFNSSMARSQTNTARIDGLRPGM.... The pKd is 5.0.